This data is from Reaction yield outcomes from USPTO patents with 853,638 reactions. The task is: Predict the reaction yield, written as a fraction of the theoretical maximum amount of product (1.0 means a 100% yield; for example, 0.34 means a 34% yield). (1) The reactants are [CH2:1](N(CC)CC)C.[CH3:8][O:9][C:10]1[CH:11]=[C:12]2[C:21](=[CH:22][CH:23]=1)[N:20]=[CH:19][C:18]1[O:17][CH2:16][CH:15]([C:24]([OH:26])=O)[CH2:14][C:13]2=1.ClC(OCC)=O.[N+](=C)=[N-].[BrH:36].C(O)(=O)C. The catalyst is O1CCCC1.C(OCC)C.C(OCC)(=O)C. The product is [Br:36][CH2:1][C:24]([CH:15]1[CH2:14][C:13]2[C:12]3[C:21](=[CH:22][CH:23]=[C:10]([O:9][CH3:8])[CH:11]=3)[N:20]=[CH:19][C:18]=2[O:17][CH2:16]1)=[O:26]. The yield is 0.250. (2) The reactants are [C:1]([C:3]1[CH:4]=[CH:5][C:6]([C:9]([O:11][CH3:12])=[O:10])=[N:7][CH:8]=1)#[N:2].[ClH:13]. The catalyst is C(O)C.[Pd]. The product is [ClH:13].[NH2:2][CH2:1][C:3]1[CH:4]=[CH:5][C:6]([C:9]([O:11][CH3:12])=[O:10])=[N:7][CH:8]=1. The yield is 0.490. (3) The reactants are [Cl:1][C:2]1[CH:7]=[C:6]([Cl:8])[CH:5]=[CH:4][C:3]=1[C:9]1[N:10]=[C:11](/[CH:16]=[CH:17]/[C:18]2[CH:23]=[CH:22][C:21]([C:24]3[CH:29]=[CH:28][C:27]([OH:30])=[CH:26][CH:25]=3)=[CH:20][CH:19]=2)[N:12]([CH2:14][CH3:15])[CH:13]=1.F[C:32]1[CH:41]=[CH:40][C:35]([C:36]([O:38][CH3:39])=[O:37])=[C:34]([N+:42]([O-:44])=[O:43])[CH:33]=1. No catalyst specified. The product is [CH3:39][O:38][C:36](=[O:37])[C:35]1[CH:40]=[CH:41][C:32]([O:30][C:27]2[CH:26]=[CH:25][C:24]([C:21]3[CH:22]=[CH:23][C:18](/[CH:17]=[CH:16]/[C:11]4[N:12]([CH2:14][CH3:15])[CH:13]=[C:9]([C:3]5[CH:4]=[CH:5][C:6]([Cl:8])=[CH:7][C:2]=5[Cl:1])[N:10]=4)=[CH:19][CH:20]=3)=[CH:29][CH:28]=2)=[CH:33][C:34]=1[N+:42]([O-:44])=[O:43]. The yield is 0.780. (4) The reactants are [H-].[Na+].[F:3][C:4]([F:14])([F:13])[C:5]1[N:10]=[CH:9][C:8]([CH2:11][OH:12])=[CH:7][CH:6]=1.Br[CH2:16][C:17]([C:19]12[CH2:28][CH:23]3[CH2:24][CH:25]([CH2:27][CH:21]([CH2:22]3)[CH2:20]1)[CH2:26]2)=[O:18]. The catalyst is C1COCC1. The product is [C:19]12([C:17](=[O:18])[CH2:16][O:12][CH2:11][C:8]3[CH:9]=[N:10][C:5]([C:4]([F:13])([F:3])[F:14])=[CH:6][CH:7]=3)[CH2:26][CH:25]3[CH2:24][CH:23]([CH2:22][CH:21]([CH2:27]3)[CH2:20]1)[CH2:28]2. The yield is 0.280. (5) The reactants are [C:1]([O:5][C:6]([NH:8][CH:9]([CH2:15][C:16]1[CH:21]=[CH:20][CH:19]=[CH:18][CH:17]=1)[C@H:10]([OH:14])[C:11](O)=[O:12])=[O:7])([CH3:4])([CH3:3])[CH3:2].Cl.CN.[CH:25]([N:28](CC)C(C)C)(C)C.CN(C(ON1N=NC2C=CC=NC1=2)=[N+](C)C)C.F[P-](F)(F)(F)(F)F. The catalyst is ClCCl. The product is [C:1]([O:5][C:6](=[O:7])[NH:8][C@@H:9]([CH2:15][C:16]1[CH:21]=[CH:20][CH:19]=[CH:18][CH:17]=1)[CH:10]([OH:14])[C:11](=[O:12])[NH:28][CH3:25])([CH3:4])([CH3:3])[CH3:2]. The yield is 0.720. (6) The reactants are [F:1][C:2]1[CH:7]=[CH:6][C:5]([C:8]2[N:9]=[CH:10][O:11][C:12]=2[CH2:13]O)=[CH:4][CH:3]=1.P(Cl)(Cl)([Cl:17])=O. The catalyst is CN(C)C=O. The product is [Cl:17][CH2:13][C:12]1[O:11][CH:10]=[N:9][C:8]=1[C:5]1[CH:6]=[CH:7][C:2]([F:1])=[CH:3][CH:4]=1. The yield is 0.460. (7) The reactants are [CH3:1][C:2]1[C:3]([C@H:8]2[CH2:13][CH2:12][CH2:11][C@@H:10]([C:14]3[C:19]([CH3:20])=[CH:18][CH:17]=[CH:16][N:15]=3)[NH:9]2)=[N:4][CH:5]=[CH:6][CH:7]=1.[N:21]1[CH:26]=[CH:25][CH:24]=[C:23]([CH2:27][CH2:28]OS(C)(=O)=O)[CH:22]=1.CCN(C(C)C)C(C)C. The catalyst is CN(C=O)C. The product is [CH3:1][C:2]1[C:3]([C@H:8]2[CH2:13][CH2:12][CH2:11][C@@H:10]([C:14]3[C:19]([CH3:20])=[CH:18][CH:17]=[CH:16][N:15]=3)[N:9]2[CH2:28][CH2:27][C:23]2[CH:22]=[N:21][CH:26]=[CH:25][CH:24]=2)=[N:4][CH:5]=[CH:6][CH:7]=1. The yield is 0.630. (8) The reactants are Br[C:2]1[CH:7]=[CH:6][C:5]([S:8]([NH:11][CH3:12])(=[O:10])=[O:9])=[C:4]([C:13]([F:16])([F:15])[F:14])[CH:3]=1.[C:17]([C:19]1[N:23]([CH3:24])[C:22](B(O)O)=[CH:21][CH:20]=1)#[N:18].[F-].[K+]. The catalyst is C1C=CC(/C=C/C(/C=C/C2C=CC=CC=2)=O)=CC=1.C1C=CC(/C=C/C(/C=C/C2C=CC=CC=2)=O)=CC=1.C1C=CC(/C=C/C(/C=C/C2C=CC=CC=2)=O)=CC=1.[Pd].[Pd].C(P(C(C)(C)C)C(C)(C)C)(C)(C)C. The product is [C:17]([C:19]1[N:23]([CH3:24])[C:22]([C:2]2[CH:7]=[CH:6][C:5]([S:8]([NH:11][CH3:12])(=[O:10])=[O:9])=[C:4]([C:13]([F:16])([F:15])[F:14])[CH:3]=2)=[CH:21][CH:20]=1)#[N:18]. The yield is 0.470. (9) The reactants are [NH2:1][C:2]1([CH2:19][CH2:20][OH:21])[C:15]2[CH:14]=[C:13]([Cl:16])[N:12]=[C:11]([F:17])[C:10]=2[O:9][C:8]2[C:3]1=[CH:4][C:5]([Br:18])=[CH:6][CH:7]=2.C([O-])(=O)C.[Na+].[N:27]#[C:28]Br. The catalyst is CCO. The product is [Br:18][C:5]1[CH:4]=[C:3]2[C:2]3([CH2:19][CH2:20][O:21][C:28]([NH2:27])=[N:1]3)[C:15]3[CH:14]=[C:13]([Cl:16])[N:12]=[C:11]([F:17])[C:10]=3[O:9][C:8]2=[CH:7][CH:6]=1. The yield is 0.447.